From a dataset of Peptide-MHC class I binding affinity with 185,985 pairs from IEDB/IMGT. Regression. Given a peptide amino acid sequence and an MHC pseudo amino acid sequence, predict their binding affinity value. This is MHC class I binding data. (1) The peptide sequence is WPTVRERM. The MHC is HLA-A68:01 with pseudo-sequence HLA-A68:01. The binding affinity (normalized) is 0. (2) The peptide sequence is HCIDKTPGL. The MHC is HLA-B40:01 with pseudo-sequence HLA-B40:01. The binding affinity (normalized) is 0.0847.